Dataset: Full USPTO retrosynthesis dataset with 1.9M reactions from patents (1976-2016). Task: Predict the reactants needed to synthesize the given product. (1) Given the product [C:19]([O:22][CH2:23][C:24]1[CH:29]=[C:28]([C:30]([O:32][CH3:33])=[O:31])[CH:27]=[C:26]([CH2:34][NH:18][CH2:17][C:10]2[N:9]([CH2:8][C:5]3[CH:6]=[CH:7][C:2]([F:1])=[CH:3][CH:4]=3)[C:13]([CH2:14][CH2:15][CH3:16])=[N:12][N:11]=2)[N:25]=1)(=[O:21])[CH3:20], predict the reactants needed to synthesize it. The reactants are: [F:1][C:2]1[CH:7]=[CH:6][C:5]([CH2:8][N:9]2[C:13]([CH2:14][CH2:15][CH3:16])=[N:12][N:11]=[C:10]2[CH2:17][NH2:18])=[CH:4][CH:3]=1.[C:19]([O:22][CH2:23][C:24]1[CH:29]=[C:28]([C:30]([O:32][CH3:33])=[O:31])[CH:27]=[C:26]([CH:34]=O)[N:25]=1)(=[O:21])[CH3:20]. (2) Given the product [F:1][C:2]1[CH:27]=[CH:26][CH:25]=[C:24]([F:28])[C:3]=1[C:4]([N:6]1[C:11](=[O:12])[N:10]([C:13]2[CH:18]=[CH:17][C:16]([S:19]([CH:20]([F:22])[F:21])=[O:37])=[CH:15][C:14]=2[F:23])[CH2:9][O:8][CH2:7]1)=[O:5], predict the reactants needed to synthesize it. The reactants are: [F:1][C:2]1[CH:27]=[CH:26][CH:25]=[C:24]([F:28])[C:3]=1[C:4]([N:6]1[C:11](=[O:12])[N:10]([C:13]2[CH:18]=[CH:17][C:16]([S:19][CH:20]([F:22])[F:21])=[CH:15][C:14]=2[F:23])[CH2:9][O:8][CH2:7]1)=[O:5].C1C=C(Cl)C=C(C(OO)=[O:37])C=1. (3) Given the product [O:33]([P:25]([O:1][C:2]1[N:3]([C:8]([O:10][C:11]([CH3:14])([CH3:13])[CH3:12])=[O:9])[CH2:4][CH2:5][O:6][CH:7]=1)([O:26][C:27]1[CH:32]=[CH:31][CH:30]=[CH:29][CH:28]=1)=[O:40])[C:34]1[CH:35]=[CH:36][CH:37]=[CH:38][CH:39]=1, predict the reactants needed to synthesize it. The reactants are: [O:1]=[C:2]1[CH2:7][O:6][CH2:5][CH2:4][N:3]1[C:8]([O:10][C:11]([CH3:14])([CH3:13])[CH3:12])=[O:9].C[Si](N([Li])[Si](C)(C)C)(C)C.[P:25](Cl)(=[O:40])([O:33][C:34]1[CH:39]=[CH:38][CH:37]=[CH:36][CH:35]=1)[O:26][C:27]1[CH:32]=[CH:31][CH:30]=[CH:29][CH:28]=1.[Cl-].[NH4+]. (4) Given the product [CH3:16][O:15][C:13](=[O:14])[C@@H:12]([NH:17][C:25](=[O:26])[C:24]1[CH:28]=[CH:29][CH:30]=[CH:31][C:23]=1[O:22][CH2:19][CH:20]=[CH2:21])[CH2:11][C:8]1[CH:9]=[CH:10][C:5]([O:4][CH2:1][CH:2]=[CH2:3])=[C:6]([Cl:18])[CH:7]=1, predict the reactants needed to synthesize it. The reactants are: [CH2:1]([O:4][C:5]1[CH:10]=[CH:9][C:8]([CH2:11][C@H:12]([NH2:17])[C:13]([O:15][CH3:16])=[O:14])=[CH:7][C:6]=1[Cl:18])[CH:2]=[CH2:3].[CH2:19]([O:22][C:23]1[CH:31]=[CH:30][CH:29]=[CH:28][C:24]=1[C:25](O)=[O:26])[CH:20]=[CH2:21].CN(C(ON1N=NC2C=CC=NC1=2)=[N+](C)C)C.F[P-](F)(F)(F)(F)F.CCN(C(C)C)C(C)C.C([O-])(O)=O.[Na+].